From a dataset of Full USPTO retrosynthesis dataset with 1.9M reactions from patents (1976-2016). Predict the reactants needed to synthesize the given product. (1) The reactants are: [CH3:1][C:2]1([CH3:47])[C:14](/[CH:15]=C/C=C/C=C/C=C2\C(C)(C)C3C4C=CC=CC=4C=CC=3N\2CCC(O)=O)=[N+:13]([CH2:42][CH2:43][C:44]([OH:46])=[O:45])[C:12]2[CH:11]=[CH:10][C:9]3[CH:8]=[CH:7][CH:6]=[CH:5][C:4]=3[C:3]1=2.[Br-].CC1(C)C2C3C=CC=CC=3C=CC=2N=C1C.BrCCC(O)=O. Given the product [CH3:1][C:2]1([CH3:47])[C:3]2[C:4]3[CH:5]=[CH:6][CH:7]=[CH:8][C:9]=3[CH:10]=[CH:11][C:12]=2[N:13]([CH2:42][CH2:43][C:44]([OH:46])=[O:45])[CH:14]1[CH3:15], predict the reactants needed to synthesize it. (2) Given the product [CH3:4][C:3]([C:6]1[CH:28]=[CH:27][C:9]([C:10]([NH:12][C:13]2[N:14]=[C:15]3[CH:20]=[CH:19][C:18]([N:21]4[CH:25]=[CH:24][N:23]=[CH:22]4)=[CH:17][N:16]3[CH:26]=2)=[O:11])=[CH:8][CH:7]=1)([CH3:5])[CH2:2][NH:1][CH2:29][CH2:30][CH3:31], predict the reactants needed to synthesize it. The reactants are: [NH2:1][CH2:2][C:3]([C:6]1[CH:28]=[CH:27][C:9]([C:10]([NH:12][C:13]2[N:14]=[C:15]3[CH:20]=[CH:19][C:18]([N:21]4[CH:25]=[CH:24][N:23]=[CH:22]4)=[CH:17][N:16]3[CH:26]=2)=[O:11])=[CH:8][CH:7]=1)([CH3:5])[CH3:4].[CH:29](=O)[CH2:30][CH3:31].C(O)(=O)C.C(O[BH-](OC(=O)C)OC(=O)C)(=O)C.[Na+].